This data is from Catalyst prediction with 721,799 reactions and 888 catalyst types from USPTO. The task is: Predict which catalyst facilitates the given reaction. (1) Reactant: [CH3:1][O:2][C:3](=[O:7])[C:4](Cl)=[O:5].[NH2:8][C:9]1[CH:26]=[CH:25][C:12]([O:13][CH:14]2[CH2:19][CH2:18][CH:17]([C:20]([O:22][CH2:23][CH3:24])=[O:21])[CH2:16][CH2:15]2)=[CH:11][C:10]=1[N+:27]([O-:29])=[O:28].N1C=CC=CC=1. Product: [CH3:1][O:2][C:3]([C:4]([NH:8][C:9]1[CH:26]=[CH:25][C:12]([O:13][C@@H:14]2[CH2:19][CH2:18][C@H:17]([C:20]([O:22][CH2:23][CH3:24])=[O:21])[CH2:16][CH2:15]2)=[CH:11][C:10]=1[N+:27]([O-:29])=[O:28])=[O:5])=[O:7]. The catalyst class is: 2. (2) Reactant: [NH2:1][C:2]1[C:3]([CH3:19])=[N:4][C:5]([CH3:18])=[CH:6][C:7]=1[NH:8][C:9]1[CH:14]=[CH:13][C:12]([CH2:15][CH2:16][OH:17])=[CH:11][CH:10]=1.[C:20](O[C:20](=[O:23])[CH2:21][CH3:22])(=[O:23])[CH2:21][CH3:22].[C:29](O)(=O)[CH2:30][CH3:31]. Product: [C:20]([O:17][CH2:16][CH2:15][C:12]1[CH:13]=[CH:14][C:9]([N:8]2[C:7]3[CH:6]=[C:5]([CH3:18])[N:4]=[C:3]([CH3:19])[C:2]=3[N:1]=[C:29]2[CH2:30][CH3:31])=[CH:10][CH:11]=1)(=[O:23])[CH2:21][CH3:22]. The catalyst class is: 74. (3) Reactant: [Cl:1][C:2]1[CH:10]=[C:9]2[C:5]([CH:6]=[CH:7][N:8]2[S:11]([C:14]2[CH:19]=[CH:18][C:17]([O:20][CH3:21])=[C:16]([N:22]3[CH2:27][CH2:26][NH:25][CH2:24][CH2:23]3)[CH:15]=2)(=[O:13])=[O:12])=[CH:4][CH:3]=1.[C:28]([BH3-])#N.[Na+].C=O. Product: [Cl:1][C:2]1[CH:10]=[C:9]2[C:5]([CH:6]=[CH:7][N:8]2[S:11]([C:14]2[CH:19]=[CH:18][C:17]([O:20][CH3:21])=[C:16]([N:22]3[CH2:23][CH2:24][N:25]([CH3:28])[CH2:26][CH2:27]3)[CH:15]=2)(=[O:13])=[O:12])=[CH:4][CH:3]=1. The catalyst class is: 5. (4) Reactant: [C:1]([O:5][CH:6]([C:11]1[C:16]([C:17]([F:20])([F:19])[F:18])=[CH:15][CH:14]=[C:13](B2OC(C)(C)C(C)(C)O2)[C:12]=1[C:30]1[CH:31]=[CH:32][C:33]2[O:38][CH2:37][CH2:36][CH2:35][C:34]=2[CH:39]=1)[C:7]([O:9]C)=[O:8])([CH3:4])([CH3:3])[CH3:2].Br[C:41]1[N:42]=[CH:43][N:44]([CH3:46])[CH:45]=1.C(=O)([O-])[O-].[Na+].[Na+].ClCCl.[OH-].[Li+].Cl. Product: [C:1]([O:5][CH:6]([C:11]1[C:16]([C:17]([F:19])([F:20])[F:18])=[CH:15][CH:14]=[C:13]([C:41]2[N:42]=[CH:43][N:44]([CH3:46])[CH:45]=2)[C:12]=1[C:30]1[CH:31]=[CH:32][C:33]2[O:38][CH2:37][CH2:36][CH2:35][C:34]=2[CH:39]=1)[C:7]([OH:9])=[O:8])([CH3:2])([CH3:3])[CH3:4]. The catalyst class is: 117.